From a dataset of NCI-60 drug combinations with 297,098 pairs across 59 cell lines. Regression. Given two drug SMILES strings and cell line genomic features, predict the synergy score measuring deviation from expected non-interaction effect. (1) Drug 1: C1=NC(=NC(=O)N1C2C(C(C(O2)CO)O)O)N. Drug 2: CC1=C(N=C(N=C1N)C(CC(=O)N)NCC(C(=O)N)N)C(=O)NC(C(C2=CN=CN2)OC3C(C(C(C(O3)CO)O)O)OC4C(C(C(C(O4)CO)O)OC(=O)N)O)C(=O)NC(C)C(C(C)C(=O)NC(C(C)O)C(=O)NCCC5=NC(=CS5)C6=NC(=CS6)C(=O)NCCC[S+](C)C)O. Cell line: MOLT-4. Synergy scores: CSS=40.3, Synergy_ZIP=-0.0654, Synergy_Bliss=4.93, Synergy_Loewe=-2.10, Synergy_HSA=6.62. (2) Drug 2: CCC1(CC2CC(C3=C(CCN(C2)C1)C4=CC=CC=C4N3)(C5=C(C=C6C(=C5)C78CCN9C7C(C=CC9)(C(C(C8N6C=O)(C(=O)OC)O)OC(=O)C)CC)OC)C(=O)OC)O.OS(=O)(=O)O. Cell line: SK-MEL-28. Drug 1: CC1=C2C(C(=O)C3(C(CC4C(C3C(C(C2(C)C)(CC1OC(=O)C(C(C5=CC=CC=C5)NC(=O)OC(C)(C)C)O)O)OC(=O)C6=CC=CC=C6)(CO4)OC(=O)C)OC)C)OC. Synergy scores: CSS=30.9, Synergy_ZIP=-8.03, Synergy_Bliss=-8.21, Synergy_Loewe=-5.41, Synergy_HSA=-3.37. (3) Drug 1: CS(=O)(=O)C1=CC(=C(C=C1)C(=O)NC2=CC(=C(C=C2)Cl)C3=CC=CC=N3)Cl. Drug 2: CC1=C(C=C(C=C1)C(=O)NC2=CC(=CC(=C2)C(F)(F)F)N3C=C(N=C3)C)NC4=NC=CC(=N4)C5=CN=CC=C5. Cell line: MCF7. Synergy scores: CSS=8.26, Synergy_ZIP=1.20, Synergy_Bliss=7.68, Synergy_Loewe=5.38, Synergy_HSA=6.34. (4) Drug 1: CN(C)C1=NC(=NC(=N1)N(C)C)N(C)C. Drug 2: N.N.Cl[Pt+2]Cl. Cell line: RXF 393. Synergy scores: CSS=-2.23, Synergy_ZIP=0.724, Synergy_Bliss=-0.498, Synergy_Loewe=-4.91, Synergy_HSA=-3.68. (5) Drug 1: C1CC(C1)(C(=O)O)C(=O)O.[NH2-].[NH2-].[Pt+2]. Drug 2: CC1=C(C=C(C=C1)NC(=O)C2=CC=C(C=C2)CN3CCN(CC3)C)NC4=NC=CC(=N4)C5=CN=CC=C5. Cell line: NCI-H322M. Synergy scores: CSS=-1.44, Synergy_ZIP=2.20, Synergy_Bliss=2.99, Synergy_Loewe=-3.00, Synergy_HSA=-1.15. (6) Drug 1: CCC1(CC2CC(C3=C(CCN(C2)C1)C4=CC=CC=C4N3)(C5=C(C=C6C(=C5)C78CCN9C7C(C=CC9)(C(C(C8N6C)(C(=O)OC)O)OC(=O)C)CC)OC)C(=O)OC)O.OS(=O)(=O)O. Drug 2: CC1C(C(CC(O1)OC2CC(CC3=C2C(=C4C(=C3O)C(=O)C5=C(C4=O)C(=CC=C5)OC)O)(C(=O)CO)O)N)O.Cl. Cell line: UACC62. Synergy scores: CSS=59.3, Synergy_ZIP=-5.92, Synergy_Bliss=-1.83, Synergy_Loewe=0.166, Synergy_HSA=1.67. (7) Drug 1: CC1C(C(CC(O1)OC2CC(OC(C2O)C)OC3=CC4=CC5=C(C(=O)C(C(C5)C(C(=O)C(C(C)O)O)OC)OC6CC(C(C(O6)C)O)OC7CC(C(C(O7)C)O)OC8CC(C(C(O8)C)O)(C)O)C(=C4C(=C3C)O)O)O)O. Drug 2: C1CC(=O)NC(=O)C1N2C(=O)C3=CC=CC=C3C2=O. Cell line: HCT-15. Synergy scores: CSS=31.0, Synergy_ZIP=-2.29, Synergy_Bliss=-2.11, Synergy_Loewe=-14.9, Synergy_HSA=-1.90. (8) Cell line: KM12. Synergy scores: CSS=16.3, Synergy_ZIP=3.63, Synergy_Bliss=2.09, Synergy_Loewe=-24.3, Synergy_HSA=1.83. Drug 2: CN(C(=O)NC(C=O)C(C(C(CO)O)O)O)N=O. Drug 1: CC1C(C(CC(O1)OC2CC(CC3=C2C(=C4C(=C3O)C(=O)C5=C(C4=O)C(=CC=C5)OC)O)(C(=O)C)O)N)O.Cl.